This data is from Forward reaction prediction with 1.9M reactions from USPTO patents (1976-2016). The task is: Predict the product of the given reaction. Given the reactants Br[C:2]1[CH:7]=[CH:6][C:5]([O:8][CH:9]2[CH2:12][N:11]([CH2:13][C:14]3[CH:19]=[CH:18][C:17]([C:20]([F:23])([F:22])[F:21])=[CH:16][CH:15]=3)[CH2:10]2)=[CH:4][N:3]=1.[CH2:24]([O:26][C:27]([C:29]1[CH:34]=[CH:33][C:32](B(O)O)=[CH:31][C:30]=1[F:38])=[O:28])[CH3:25], predict the reaction product. The product is: [CH2:24]([O:26][C:27](=[O:28])[C:29]1[CH:34]=[CH:33][C:32]([C:2]2[CH:7]=[CH:6][C:5]([O:8][CH:9]3[CH2:12][N:11]([CH2:13][C:14]4[CH:19]=[CH:18][C:17]([C:20]([F:23])([F:22])[F:21])=[CH:16][CH:15]=4)[CH2:10]3)=[CH:4][N:3]=2)=[CH:31][C:30]=1[F:38])[CH3:25].